Dataset: Catalyst prediction with 721,799 reactions and 888 catalyst types from USPTO. Task: Predict which catalyst facilitates the given reaction. (1) Reactant: [CH2:1]([O:3][C:4](=[O:25])[CH2:5][CH2:6][N:7]([C:15]1[C:20]([N+:21]([O-])=O)=[CH:19][N:18]=[C:17]([Cl:24])[N:16]=1)[CH:8]1[CH2:12][CH2:11][CH2:10][C:9]1([CH3:14])[CH3:13])[CH3:2].[H][H]. Product: [CH2:1]([O:3][C:4](=[O:25])[CH2:5][CH2:6][N:7]([C:15]1[C:20]([NH2:21])=[CH:19][N:18]=[C:17]([Cl:24])[N:16]=1)[CH:8]1[CH2:12][CH2:11][CH2:10][C:9]1([CH3:14])[CH3:13])[CH3:2]. The catalyst class is: 78. (2) Reactant: [CH3:1][O:2][C:3]1[CH:12]=[CH:11][C:10]2[C:5](=[CH:6][CH:7]=[CH:8][CH:9]=2)[C:4]=1[C:13]1[N:14]=[C:15]([NH2:18])[O:16][CH:17]=1.C(N(CC)CC)C.[C:26](Cl)(=[O:28])[CH3:27]. Product: [CH3:1][O:2][C:3]1[CH:12]=[CH:11][C:10]2[C:5](=[CH:6][CH:7]=[CH:8][CH:9]=2)[C:4]=1[C:13]1[N:14]=[C:15]([NH:18][C:26](=[O:28])[CH3:27])[O:16][CH:17]=1. The catalyst class is: 4. (3) Reactant: [F:1][C:2]1[CH:17]=[C:16]([CH:18]=O)[CH:15]=[CH:14][C:3]=1[O:4][C:5]1[CH:6]=[CH:7][C:8]([C:11]([NH2:13])=[O:12])=[N:9][CH:10]=1.[CH3:20][C:21]([CH3:27])([CH3:26])[CH2:22][CH2:23][CH2:24][NH2:25].[BH4-].[Na+]. Product: [CH3:20][C:21]([CH3:27])([CH3:26])[CH2:22][CH2:23][CH2:24][NH:25][CH2:18][C:16]1[CH:15]=[CH:14][C:3]([O:4][C:5]2[CH:6]=[CH:7][C:8]([C:11]([NH2:13])=[O:12])=[N:9][CH:10]=2)=[C:2]([F:1])[CH:17]=1. The catalyst class is: 5. (4) Product: [F:13][C:12]([F:15])([F:14])[C:6]1[N:7]=[C:8]2[C:3]([C:2]([C:25]3[N:30]=[C:29]([C:31]4[CH:38]=[CH:37][CH:36]=[CH:35][C:32]=4[C:33]#[N:34])[CH:28]=[CH:27][CH:26]=3)=[CH:11][CH:10]=[N:9]2)=[CH:4][CH:5]=1. The catalyst class is: 837. Reactant: Cl[C:2]1[CH:11]=[CH:10][N:9]=[C:8]2[C:3]=1[CH:4]=[CH:5][C:6]([C:12]([F:15])([F:14])[F:13])=[N:7]2.C[Sn](C)C.C[Sn](C)C.Br[C:25]1[N:30]=[C:29]([C:31]2[CH:38]=[CH:37][CH:36]=[CH:35][C:32]=2[C:33]#[N:34])[CH:28]=[CH:27][CH:26]=1. (5) Reactant: [Cl:1][C:2]1[CH:7]=[C:6]([Cl:8])[CH:5]=[CH:4][C:3]=1[N:9]1[C:13]2=[N:14][C:15]([CH3:19])=[CH:16][C:17]([NH2:18])=[C:12]2[N:11]=[C:10]1[CH3:20].C(N(CC)C(C)C)(C)C.[Cl:30][CH2:31][C:32](Cl)=[O:33].C(=O)([O-])[O-].[K+].[K+]. Product: [Cl:1][C:2]1[CH:7]=[C:6]([Cl:8])[CH:5]=[CH:4][C:3]=1[N:9]1[C:13]2=[N:14][C:15]([CH3:19])=[CH:16][C:17]([NH:18][C:32](=[O:33])[CH2:31][Cl:30])=[C:12]2[N:11]=[C:10]1[CH3:20]. The catalyst class is: 26. (6) Reactant: O1C(N)CCOC2C=CC=CC1=2.ClC1N=C(N[C:21]2[CH:30]=[CH:29][CH:28]=[CH:27][C:22]=2[C:23]([NH:25][CH3:26])=[O:24])C(Cl)=CN=1. Product: [CH3:26][NH:25][C:23](=[O:24])[C:22]1[CH:27]=[CH:28][CH:29]=[CH:30][CH:21]=1. The catalyst class is: 67. (7) Reactant: [Cl:1][C:2]1[C:3]([C:27]2[S:31][C:30]([C:32]3([NH:36]CC4C=CC(OC)=CC=4)[CH2:35][CH2:34][CH2:33]3)=[N:29][CH:28]=2)=[C:4]2[CH:10]=[C:9]([C:11]3[CH:12]=[N:13][N:14]([CH3:16])[CH:15]=3)[N:8]([S:17]([C:20]3[CH:26]=[CH:25][C:23]([CH3:24])=[CH:22][CH:21]=3)(=[O:19])=[O:18])[C:5]2=[N:6][CH:7]=1.ClC1C(=O)C(C#N)=C(C#N)C(=O)C=1Cl. Product: [Cl:1][C:2]1[C:3]([C:27]2[S:31][C:30]([C:32]3([NH2:36])[CH2:33][CH2:34][CH2:35]3)=[N:29][CH:28]=2)=[C:4]2[CH:10]=[C:9]([C:11]3[CH:12]=[N:13][N:14]([CH3:16])[CH:15]=3)[N:8]([S:17]([C:20]3[CH:26]=[CH:25][C:23]([CH3:24])=[CH:22][CH:21]=3)(=[O:19])=[O:18])[C:5]2=[N:6][CH:7]=1. The catalyst class is: 46.